This data is from Full USPTO retrosynthesis dataset with 1.9M reactions from patents (1976-2016). The task is: Predict the reactants needed to synthesize the given product. (1) Given the product [N:1]1([S:7]([C:10]2[CH:11]=[C:12]([CH:16]=[CH:17][CH:18]=2)[C:13]([NH:19][C:20]2[CH:25]=[CH:24][C:23]([C:26]([F:27])([F:28])[F:29])=[CH:22][CH:21]=2)=[O:15])(=[O:8])=[O:9])[CH2:2][CH2:3][CH2:4][CH2:5][CH2:6]1, predict the reactants needed to synthesize it. The reactants are: [N:1]1([S:7]([C:10]2[CH:11]=[C:12]([CH:16]=[CH:17][CH:18]=2)[C:13]([OH:15])=O)(=[O:9])=[O:8])[CH2:6][CH2:5][CH2:4][CH2:3][CH2:2]1.[NH2:19][C:20]1[CH:25]=[CH:24][C:23]([C:26]([F:29])([F:28])[F:27])=[CH:22][CH:21]=1. (2) Given the product [ClH:1].[CH3:29][S:30]([CH2:33][CH2:34][C:35]1[CH:36]=[C:37]([NH:41][C:2]2[N:7]=[C:6]([N:8]([CH3:28])[C:9]3[CH:27]=[CH:26][C:12]4[N:13]([CH3:25])[C:14]([NH:16][CH:17]([C:19]5[CH:20]=[CH:21][CH:22]=[CH:23][CH:24]=5)[CH3:18])=[N:15][C:11]=4[CH:10]=3)[CH:5]=[CH:4][N:3]=2)[CH:38]=[CH:39][CH:40]=1)(=[O:31])=[O:32], predict the reactants needed to synthesize it. The reactants are: [Cl:1][C:2]1[N:7]=[C:6]([N:8]([CH3:28])[C:9]2[CH:27]=[CH:26][C:12]3[N:13]([CH3:25])[C:14]([NH:16][CH:17]([C:19]4[CH:24]=[CH:23][CH:22]=[CH:21][CH:20]=4)[CH3:18])=[N:15][C:11]=3[CH:10]=2)[CH:5]=[CH:4][N:3]=1.[CH3:29][S:30]([CH2:33][CH2:34][C:35]1[CH:36]=[C:37]([NH2:41])[CH:38]=[CH:39][CH:40]=1)(=[O:32])=[O:31]. (3) Given the product [OH:1][CH:2]([C:6]1[CH:7]=[CH:8][C:9]([C:12]2[N:16]=[C:15]([C:17]3[O:21][N:20]=[C:19]([C:22]4[CH:23]=[CH:24][CH:25]=[CH:26][CH:27]=4)[C:18]=3[C:28]([F:31])([F:29])[F:30])[O:14][N:13]=2)=[CH:10][CH:11]=1)[C:3]([NH:32][CH2:33][CH2:34][NH:35][C:36](=[O:42])[O:37][C:38]([CH3:40])([CH3:39])[CH3:41])=[O:4], predict the reactants needed to synthesize it. The reactants are: [OH:1][CH:2]([C:6]1[CH:11]=[CH:10][C:9]([C:12]2[N:16]=[C:15]([C:17]3[O:21][N:20]=[C:19]([C:22]4[CH:27]=[CH:26][CH:25]=[CH:24][CH:23]=4)[C:18]=3[C:28]([F:31])([F:30])[F:29])[O:14][N:13]=2)=[CH:8][CH:7]=1)[C:3](O)=[O:4].[NH2:32][CH2:33][CH2:34][NH:35][C:36](=[O:42])[O:37][C:38]([CH3:41])([CH3:40])[CH3:39].CN1CCOCC1.CN(C(ON1N=NC2C=CC=NC1=2)=[N+](C)C)C.F[P-](F)(F)(F)(F)F. (4) The reactants are: [Cl:1][C:2]([Cl:7])([Cl:6])[CH:3](O)[OH:4].[C:8]([NH2:16])(=[O:15])[C:9]1[CH:14]=[CH:13][CH:12]=[CH:11][CH:10]=1. Given the product [Cl:1][C:2]([Cl:7])([Cl:6])[CH:3]([NH:16][C:8](=[O:15])[C:9]1[CH:14]=[CH:13][CH:12]=[CH:11][CH:10]=1)[OH:4], predict the reactants needed to synthesize it. (5) Given the product [NH2:36][C:2]1[N:7]=[C:6]([C:8]2[S:12][C:11]([N:13]3[CH2:18][CH2:17][O:16][CH2:15][CH2:14]3)=[N:10][C:9]=2[C:19]2[C:20]([F:35])=[C:21]([NH:25][S:26]([C:29]3[CH:30]=[N:31][CH:32]=[CH:33][CH:34]=3)(=[O:28])=[O:27])[CH:22]=[CH:23][CH:24]=2)[CH:5]=[CH:4][N:3]=1.[CH2:15]([O:16][CH2:17][CH3:18])[CH3:14], predict the reactants needed to synthesize it. The reactants are: Cl[C:2]1[N:7]=[C:6]([C:8]2[S:12][C:11]([N:13]3[CH2:18][CH2:17][O:16][CH2:15][CH2:14]3)=[N:10][C:9]=2[C:19]2[C:20]([F:35])=[C:21]([NH:25][S:26]([C:29]3[CH:30]=[N:31][CH:32]=[CH:33][CH:34]=3)(=[O:28])=[O:27])[CH:22]=[CH:23][CH:24]=2)[CH:5]=[CH:4][N:3]=1.[NH3:36].CC(O)C. (6) Given the product [N:13]1([CH:19]2[CH2:24][CH2:23][N:22]([C:2]3[CH:7]=[CH:6][C:5]([O:8][CH3:9])=[C:4]([CH:3]=3)[NH2:10])[CH2:21][CH2:20]2)[CH2:18][CH2:17][CH2:16][CH2:15][CH2:14]1, predict the reactants needed to synthesize it. The reactants are: Br[C:2]1[CH:7]=[CH:6][C:5]([O:8][CH3:9])=[C:4]([N+:10]([O-])=O)[CH:3]=1.[N:13]1([CH:19]2[CH2:24][CH2:23][NH:22][CH2:21][CH2:20]2)[CH2:18][CH2:17][CH2:16][CH2:15][CH2:14]1.C(=O)([O-])[O-].[Cs+].[Cs+].C(P(C1C=CC=CC=1C1C=CC=CC=1)C(C)(C)C)(C)(C)C. (7) Given the product [Cl:16][C:5]1[N:4]=[C:3]([CH2:12][CH3:13])[CH:2]=[CH:10][C:6]=1[C:7]([OH:9])=[O:8], predict the reactants needed to synthesize it. The reactants are: Cl[C:2]1[C:3](Cl)=[N:4][CH:5]=[C:6]([CH:10]=1)[C:7]([OH:9])=[O:8].[CH2:12]([Mg]Cl)[CH3:13].[ClH:16].